The task is: Predict the reactants needed to synthesize the given product.. This data is from Full USPTO retrosynthesis dataset with 1.9M reactions from patents (1976-2016). Given the product [P:44]([OH:45])([OH:53])([O:28][C:25]1[CH:24]=[CH:23][C:22]([CH2:21][C@@H:20]2[N:15]3[CH:16]([N:11]([C:9](=[O:10])[NH:8][CH2:1][C:2]4[CH:3]=[CH:4][CH:5]=[CH:6][CH:7]=4)[N:12]([CH3:43])[CH2:13][C:14]3=[O:42])[C@H:17]([CH3:41])[N:18]([CH2:30][C:31]3[CH:32]=[CH:33][CH:34]=[C:35]4[C:40]=3[N:39]=[CH:38][CH:37]=[CH:36]4)[C:19]2=[O:29])=[CH:27][CH:26]=1)=[O:49], predict the reactants needed to synthesize it. The reactants are: [CH2:1]([NH:8][C:9]([N:11]1[CH:16]2[C@H:17]([CH3:41])[N:18]([CH2:30][C:31]3[CH:32]=[CH:33][CH:34]=[C:35]4[C:40]=3[N:39]=[CH:38][CH:37]=[CH:36]4)[C:19](=[O:29])[C@H:20]([CH2:21][C:22]3[CH:27]=[CH:26][C:25]([OH:28])=[CH:24][CH:23]=3)[N:15]2[C:14](=[O:42])[CH2:13][N:12]1[CH3:43])=[O:10])[C:2]1[CH:7]=[CH:6][CH:5]=[CH:4][CH:3]=1.[P:44](Cl)(Cl)(Cl)=[O:45].[OH2:49].C(O)(=O)CC(CC(O)=O)(C(O)=O)[OH:53].